Dataset: Forward reaction prediction with 1.9M reactions from USPTO patents (1976-2016). Task: Predict the product of the given reaction. (1) Given the reactants II.C1(P(C2C=CC=CC=2)C2C=CC=CC=2)C=CC=CC=1.C(N(CC)CC)C.[CH2:29]([C:36]1([C:51]([NH:53][NH:54][C:55]([C:57]2[CH:62]=[C:61]([O:63][CH3:64])[CH:60]=[C:59]([O:65][CH3:66])[CH:58]=2)=[O:56])=O)[C:40](=[O:41])[N:39]([C@@H:42]([C:44]2[CH:49]=[CH:48][CH:47]=[CH:46][CH:45]=2)[CH3:43])[C:38](=[O:50])[NH:37]1)[C:30]1[CH:35]=[CH:34][CH:33]=[CH:32][CH:31]=1.C(=O)([O-])O.[Na+].S([O-])([O-])(=O)=S.[Na+].[Na+], predict the reaction product. The product is: [CH2:29]([C@:36]1([C:51]2[O:56][C:55]([C:57]3[CH:62]=[C:61]([O:63][CH3:64])[CH:60]=[C:59]([O:65][CH3:66])[CH:58]=3)=[N:54][N:53]=2)[NH:37][C:38](=[O:50])[N:39]([C@@H:42]([C:44]2[CH:49]=[CH:48][CH:47]=[CH:46][CH:45]=2)[CH3:43])[C:40]1=[O:41])[C:30]1[CH:31]=[CH:32][CH:33]=[CH:34][CH:35]=1. (2) Given the reactants [Br:1][C:2]1[CH:3]=[N:4][C:5](I)=[N:6][CH:7]=1.C([Li])CCC.[O:14]=[C:15]1[CH2:20][CH2:19][CH:18]([C:21]([O:23][CH2:24][CH3:25])=[O:22])[CH2:17][CH2:16]1, predict the reaction product. The product is: [Br:1][C:2]1[CH:3]=[N:4][C:5]([C:15]2([OH:14])[CH2:16][CH2:17][CH:18]([C:21]([O:23][CH2:24][CH3:25])=[O:22])[CH2:19][CH2:20]2)=[N:6][CH:7]=1. (3) Given the reactants Cl[C:2]1[C:7]([F:8])=[C:6]([Cl:9])[N:5]=[CH:4][N:3]=1.C(=O)([O-])[O-].Cl.[CH3:15][CH:16]1[CH2:22][CH2:21][CH2:20][CH2:19][CH2:18][NH:17]1.[Cl-].[NH4+], predict the reaction product. The product is: [Cl:9][C:6]1[N:5]=[CH:4][N:3]=[C:2]([N:17]2[CH2:18][CH2:19][CH2:20][CH2:21][CH2:22][CH:16]2[CH3:15])[C:7]=1[F:8]. (4) Given the reactants [Cl:1][C:2]1[CH:3]=[C:4]([C@:9]23[CH2:15][C@@:14]2([CH2:16][O:17][CH3:18])[CH2:13][N:12]([CH3:19])[CH2:11][CH2:10]3)[CH:5]=[CH:6][C:7]=1[Cl:8].Cl, predict the reaction product. The product is: [ClH:1].[Cl:1][C:2]1[CH:3]=[C:4]([C@:9]23[CH2:15][C@@:14]2([CH2:16][O:17][CH3:18])[CH2:13][N:12]([CH3:19])[CH2:11][CH2:10]3)[CH:5]=[CH:6][C:7]=1[Cl:8]. (5) Given the reactants [CH3:1][CH:2]([OH:105])[CH2:3][O:4][CH2:5][C@H:6]1[O:11][C@@H:10]2[O:12][C@H:13]3[C@H:18]([OH:19])[C@@H:17]([OH:20])[C@@H:16]([O:21][C@H:22]4[C@H:27]([OH:28])[C@@H:26]([OH:29])[C@@H:25]([O:30][C@H:31]5[C@H:36]([OH:37])[C@@H:35]([OH:38])[C@@H:34]([O:39][C@H:40]6[C@H:45]([OH:46])[C@@H:44]([OH:47])[C@@H:43]([O:48][C@H:49]7[C@H:54]([OH:55])[C@@H:53]([OH:56])[C@@H:52]([O:57][C@H:58]8[C@H:64]([OH:65])[C@@H:63]([OH:66])[C@@H:61]([O:62][C@H:7]1[C@H:8]([OH:104])[C@H:9]2[OH:103])[O:60][C@@H:59]8[CH2:67][O:68][CH2:69][CH:70]([OH:72])[CH3:71])[O:51][C@@H:50]7[CH2:73][O:74][CH2:75][CH:76]([OH:78])[CH3:77])[O:42][C@@H:41]6[CH2:79][O:80][CH2:81][CH:82]([OH:84])[CH3:83])[O:33][C@@H:32]5[CH2:85][O:86][CH2:87][CH:88]([OH:90])[CH3:89])[O:24][C@@H:23]4[CH2:91][O:92][CH2:93][CH:94]([OH:96])[CH3:95])[O:15][C@@H:14]3[CH2:97][O:98][CH2:99][CH:100]([OH:102])[CH3:101].[CH3:106][N:107]([CH2:114][CH2:115][O:116][C:117]1[CH:130]=[CH:129][C:120]([CH2:121][CH:122]2[S:126][C:125](=[O:127])[NH:124][C:123]2=[O:128])=[CH:119][CH:118]=1)[C:108]1[CH:113]=[CH:112][CH:111]=[CH:110][N:109]=1.O1CCCC1, predict the reaction product. The product is: [CH3:106][N:107]([CH2:114][CH2:115][O:116][C:117]1[CH:130]=[CH:129][C:120]([CH2:121][CH:122]2[S:126][C:125](=[O:127])[NH:124][C:123]2=[O:128])=[CH:119][CH:118]=1)[C:108]1[CH:113]=[CH:112][CH:111]=[CH:110][N:109]=1.[CH3:71][CH:70]([OH:72])[CH2:69][O:68][CH2:67][C@H:59]1[O:60][C@@H:61]2[O:62][C@H:7]3[C@H:8]([OH:104])[C@@H:9]([OH:103])[C@@H:10]([O:12][C@H:13]4[C@H:18]([OH:19])[C@@H:17]([OH:20])[C@@H:16]([O:21][C@H:22]5[C@H:27]([OH:28])[C@@H:26]([OH:29])[C@@H:25]([O:30][C@H:31]6[C@H:36]([OH:37])[C@@H:35]([OH:38])[C@@H:34]([O:39][C@H:40]7[C@H:45]([OH:46])[C@@H:44]([OH:47])[C@@H:43]([O:48][C@H:49]8[C@H:54]([OH:55])[C@@H:53]([OH:56])[C@@H:52]([O:57][C@H:58]1[C@H:64]([OH:65])[C@H:63]2[OH:66])[O:51][C@@H:50]8[CH2:73][O:74][CH2:75][CH:76]([OH:78])[CH3:77])[O:42][C@@H:41]7[CH2:79][O:80][CH2:81][CH:82]([OH:84])[CH3:83])[O:33][C@@H:32]6[CH2:85][O:86][CH2:87][CH:88]([OH:90])[CH3:89])[O:24][C@@H:23]5[CH2:91][O:92][CH2:93][CH:94]([OH:96])[CH3:95])[O:15][C@@H:14]4[CH2:97][O:98][CH2:99][CH:100]([OH:102])[CH3:101])[O:11][C@@H:6]3[CH2:5][O:4][CH2:3][CH:2]([OH:105])[CH3:1]. (6) Given the reactants [CH3:1][O:2][C:3]([NH:5][C@H:6]([C:10]1[CH:15]=[CH:14][CH:13]=[CH:12][CH:11]=1)[C:7]([OH:9])=O)=[O:4].CN(C(ON1N=NC2C=CC=NC1=2)=[N+](C)C)C.F[P-](F)(F)(F)(F)F.CCN(C(C)C)C(C)C.Cl.[O:50]=[C:51]1[CH:62]2[C:63]3[N:55]([CH:56]=[CH:57][C:58]=3[CH2:59][CH2:60][C@@H:61]2[NH:64][C:65](=[O:68])[O:66][CH3:67])[CH2:54][C@@H:53]([C:69]2[NH:70][C:71]([C:74]3[CH:79]=[CH:78][C:77]([C:80]4[CH:89]=[N:88][C:87]5[C:82](=[CH:83][CH:84]=[C:85]([C:90]6[NH:94][C:93]([C@@H:95]7[CH2:99][CH2:98][CH2:97][NH:96]7)=[N:92][CH:91]=6)[CH:86]=5)[N:81]=4)=[CH:76][CH:75]=3)=[CH:72][N:73]=2)[CH2:52]1, predict the reaction product. The product is: [CH3:67][O:66][C:65](=[O:68])[NH:64][C@@H:61]1[CH:62]2[C:51](=[O:50])[CH2:52][C@H:53]([C:69]3[NH:70][C:71]([C:74]4[CH:75]=[CH:76][C:77]([C:80]5[CH:89]=[N:88][C:87]6[C:82](=[CH:83][CH:84]=[C:85]([C:90]7[NH:94][C:93]([C@@H:95]8[CH2:99][CH2:98][CH2:97][N:96]8[C:7](=[O:9])[C@H:6]([NH:5][C:3]([O:2][CH3:1])=[O:4])[C:10]8[CH:15]=[CH:14][CH:13]=[CH:12][CH:11]=8)=[N:92][CH:91]=7)[CH:86]=6)[N:81]=5)=[CH:78][CH:79]=4)=[CH:72][N:73]=3)[CH2:54][N:55]3[C:63]2=[C:58]([CH:57]=[CH:56]3)[CH2:59][CH2:60]1. (7) Given the reactants Br[C:2]1[C:11]2[C:6](=[CH:7][CH:8]=[C:9]([OH:12])[CH:10]=2)[N:5]=[C:4]([C:13]2[CH:18]=[CH:17][C:16]([OH:19])=[CH:15][CH:14]=2)[CH:3]=1.[CH3:20][Si:21]([C:24]#[C:25][Sn](CCCC)(CCCC)CCCC)([CH3:23])[CH3:22], predict the reaction product. The product is: [OH:19][C:16]1[CH:17]=[CH:18][C:13]([C:4]2[CH:3]=[C:2]([C:25]#[C:24][Si:21]([CH3:23])([CH3:22])[CH3:20])[C:11]3[C:6](=[CH:7][CH:8]=[C:9]([OH:12])[CH:10]=3)[N:5]=2)=[CH:14][CH:15]=1. (8) Given the reactants [ClH:1].[C:2]1([CH:8]2[CH2:13][CH2:12][NH:11][CH2:10][CH2:9]2)[CH:7]=[CH:6][CH:5]=[CH:4][CH:3]=1.C=O.[BH-](OC(C)=O)(OC(C)=O)O[C:18](C)=O.[Na+].CC(O)=O.C([O-])(O)=O.[Na+], predict the reaction product. The product is: [ClH:1].[CH3:18][N:11]1[CH2:10][CH2:9][CH:8]([C:2]2[CH:7]=[CH:6][CH:5]=[CH:4][CH:3]=2)[CH2:13][CH2:12]1.